Dataset: Reaction yield outcomes from USPTO patents with 853,638 reactions. Task: Predict the reaction yield, written as a fraction of the theoretical maximum amount of product (1.0 means a 100% yield; for example, 0.34 means a 34% yield). (1) The catalyst is ClCCl. The yield is 0.470. The product is [CH3:11][C:12]1([CH3:22])[O:16]/[C:15](=[CH:17]\[C:18]([NH:6][CH3:4])=[O:19])/[C:14](=[O:21])[O:13]1. The reactants are Cl.CN.[CH2:4]([N:6](CC)CC)C.[CH3:11][C:12]1([CH3:22])[O:16]/[C:15](=[CH:17]\[C:18](Cl)=[O:19])/[C:14](=[O:21])[O:13]1. (2) The reactants are [NH:1]([C:3]([CH:5]1[CH2:10][CH2:9][N:8]([C:11]([O:13][C:14]([CH3:17])([CH3:16])[CH3:15])=[O:12])[CH2:7][CH2:6]1)=[O:4])[NH2:2].COC(OC)N(C)C.O1CC[CH2:28][CH2:27]1. The catalyst is C1(C)C=CC(S(O)(=O)=O)=CC=1. The product is [C:14]([O:13][C:11]([N:8]1[CH2:9][CH2:10][CH:5]([C:3]2[O:4][C:27]([CH3:28])=[N:2][N:1]=2)[CH2:6][CH2:7]1)=[O:12])([CH3:17])([CH3:16])[CH3:15]. The yield is 0.810. (3) The reactants are [Cl:1][C:2]1[CH:3]=[C:4]([NH:8][C:9]2[N:14]=[C:13]([C:15]3[CH:20]=[CH:19][N:18]=[C:17]([NH:21][NH2:22])[CH:16]=3)[CH:12]=[CH:11][N:10]=2)[CH:5]=[CH:6][CH:7]=1.[C:23](OC)(=[O:28])[CH2:24][C:25]([CH3:27])=O. The catalyst is CCO.C(O)(=O)C. The product is [Cl:1][C:2]1[CH:3]=[C:4]([NH:8][C:9]2[N:14]=[C:13]([C:15]3[CH:20]=[CH:19][N:18]=[C:17]([N:21]4[C:23](=[O:28])[CH2:24][C:25]([CH3:27])=[N:22]4)[CH:16]=3)[CH:12]=[CH:11][N:10]=2)[CH:5]=[CH:6][CH:7]=1. The yield is 0.920. (4) The reactants are C([O:8][C:9]1[CH:18]=[C:17]2[C:12]([C:13]([O:19][C:20]3[C:21]([CH3:30])=[N:22][C:23]4[C:28]([CH:29]=3)=[CH:27][CH:26]=[CH:25][N:24]=4)=[CH:14][CH:15]=[N:16]2)=[CH:11][C:10]=1[O:31][CH3:32])C1C=CC=CC=1.CS(O)(=O)=O. The catalyst is FC(F)(F)C(O)=O. The product is [OH:8][C:9]1[CH:18]=[C:17]2[C:12]([C:13]([O:19][C:20]3[C:21]([CH3:30])=[N:22][C:23]4[C:28]([CH:29]=3)=[CH:27][CH:26]=[CH:25][N:24]=4)=[CH:14][CH:15]=[N:16]2)=[CH:11][C:10]=1[O:31][CH3:32]. The yield is 1.00.